Predict the product of the given reaction. From a dataset of Forward reaction prediction with 1.9M reactions from USPTO patents (1976-2016). Given the reactants [OH:1][C:2]1([CH2:15][CH2:16][NH:17][C:18](=[O:24])[O:19][C:20]([CH3:23])([CH3:22])[CH3:21])[CH2:7][CH2:6][N:5](CC2C=CC=CC=2)[CH2:4][CH2:3]1, predict the reaction product. The product is: [OH:1][C:2]1([CH2:15][CH2:16][NH:17][C:18](=[O:24])[O:19][C:20]([CH3:22])([CH3:21])[CH3:23])[CH2:7][CH2:6][NH:5][CH2:4][CH2:3]1.